From a dataset of Reaction yield outcomes from USPTO patents with 853,638 reactions. Predict the reaction yield, written as a fraction of the theoretical maximum amount of product (1.0 means a 100% yield; for example, 0.34 means a 34% yield). (1) The reactants are [Cl:1][C:2]1[C:7]([C:8]2[N:12]=[C:11]([CH2:13][CH3:14])[O:10][N:9]=2)=[C:6](Cl)[N:5]=[CH:4][N:3]=1.[NH3:16]. The catalyst is C1COCC1. The product is [Cl:1][C:2]1[N:3]=[CH:4][N:5]=[C:6]([NH2:16])[C:7]=1[C:8]1[N:12]=[C:11]([CH2:13][CH3:14])[O:10][N:9]=1. The yield is 1.00. (2) The reactants are C[O:2][C:3](=[O:47])[C:4]1[CH:9]=[CH:8][CH:7]=[C:6]([CH2:10][N:11]2[CH:15]=[C:14]([NH:16][C:17]([C:19]3[C:27]4[C:22](=[CH:23][C:24]([C:28]5[CH:29]=[N:30][N:31](C6CCCCO6)[CH:32]=5)=[CH:25][CH:26]=4)[N:21](COCC[Si](C)(C)C)[N:20]=3)=[O:18])[CH:13]=[N:12]2)[CH:5]=1.[OH-].[Li+].C([SiH](C(C)C)C(C)C)(C)C. The catalyst is CO.C1COCC1.O.C(O)(C(F)(F)F)=O.C(Cl)Cl. The product is [NH:31]1[CH:32]=[C:28]([C:24]2[CH:23]=[C:22]3[C:27]([C:19]([C:17]([NH:16][C:14]4[CH:13]=[N:12][N:11]([CH2:10][C:6]5[CH:5]=[C:4]([CH:9]=[CH:8][CH:7]=5)[C:3]([OH:47])=[O:2])[CH:15]=4)=[O:18])=[N:20][NH:21]3)=[CH:26][CH:25]=2)[CH:29]=[N:30]1. The yield is 0.460. (3) The reactants are [CH2:1]([C:13]1[CH:18]=[C:17]([CH2:19][CH3:20])[C:16]([NH2:21])=[C:15]([CH2:22][CH3:23])[CH:14]=1)[C:2]1[CH:7]=[C:6]([CH2:8][CH3:9])[C:5]([NH2:10])=[C:4]([CH2:11][CH3:12])[CH:3]=1. The catalyst is [Pt].C(C(C)=O)C. The product is [CH:1]([NH:21][C:16]1[C:17]([CH2:19][CH3:20])=[CH:18][C:13]([CH2:1][C:2]2[CH:7]=[C:6]([CH2:8][CH3:9])[C:5]([NH:10][CH:4]([CH2:5][CH3:6])[CH3:11])=[C:4]([CH2:11][CH3:12])[CH:3]=2)=[CH:14][C:15]=1[CH2:22][CH3:23])([CH2:2][CH3:3])[CH3:13]. The yield is 0.940. (4) The reactants are [N+:1]([C:4]1[CH:5]=[C:6]2[C:10](=[CH:11][CH:12]=1)[NH:9][C:8]([C:13]1[CH:18]=[CH:17][CH:16]=[CH:15][CH:14]=1)=[CH:7]2)([O-])=O. The catalyst is CO.[Ni]. The product is [C:13]1([C:8]2[NH:9][C:10]3[C:6]([CH:7]=2)=[CH:5][C:4]([NH2:1])=[CH:12][CH:11]=3)[CH:14]=[CH:15][CH:16]=[CH:17][CH:18]=1. The yield is 0.770. (5) The reactants are [CH:1]([O:4][C:5]1[CH:6]=[C:7]([C:11]2[C:12]3[O:19][C:18]([CH:20]=O)=[CH:17][C:13]=3[CH:14]=[N:15][CH:16]=2)[CH:8]=[CH:9][CH:10]=1)([CH3:3])[CH3:2].[CH2:22]1[S:28][C:26](=[O:27])[NH:25][C:23]1=[O:24].NCCC(O)=O. The catalyst is C(O)(=O)C. The product is [CH:1]([O:4][C:5]1[CH:6]=[C:7]([C:11]2[C:12]3[O:19][C:18](/[CH:20]=[C:22]4/[C:23](=[O:24])[NH:25][C:26](=[O:27])[S:28]/4)=[CH:17][C:13]=3[CH:14]=[N:15][CH:16]=2)[CH:8]=[CH:9][CH:10]=1)([CH3:2])[CH3:3]. The yield is 0.700. (6) The reactants are [F-].[Cs+].[CH3:3][C:4]1[C:5]([N:10]([C:24](=[O:40])[C:25]2[CH:30]=[CH:29][C:28](B3OC(C)(C)C(C)(C)O3)=[CH:27][CH:26]=2)[C@@H:11]2[CH2:16][CH2:15][CH2:14][N:13]([C:17]([O:19][C:20]([CH3:23])([CH3:22])[CH3:21])=[O:18])[CH2:12]2)=[N:6][CH:7]=[CH:8][CH:9]=1.[C:41](=[O:60])([O:45][C@H:46]([N:48]1[N:52]=[N:51][C:50]([C:53]2[N:57]([CH3:58])[N:56]=[CH:55][C:54]=2I)=[N:49]1)[CH3:47])[O:42][CH2:43][CH3:44].[Cl-].[NH4+]. The product is [CH2:43]([O:42][C:41]([O:45][C@H:46]([N:48]1[N:52]=[N:51][C:50]([C:53]2[N:57]([CH3:58])[N:56]=[CH:55][C:54]=2[C:28]2[CH:29]=[CH:30][C:25]([C:24]([N:10]([C:5]3[C:4]([CH3:3])=[CH:9][CH:8]=[CH:7][N:6]=3)[C@@H:11]3[CH2:16][CH2:15][CH2:14][N:13]([C:17]([O:19][C:20]([CH3:23])([CH3:22])[CH3:21])=[O:18])[CH2:12]3)=[O:40])=[CH:26][CH:27]=2)=[N:49]1)[CH3:47])=[O:60])[CH3:44]. The catalyst is CC(P(C(C)(C)C)C1C=CC(N(C)C)=CC=1)(C)C.CC(P(C(C)(C)C)C1C=CC(N(C)C)=CC=1)(C)C.Cl[Pd]Cl.CCOC(C)=O.O1CCOCC1. The yield is 0.770. (7) The reactants are [CH3:1][O:2][C:3]([C:5]1[CH:10]=[C:9](Cl)[N:8]=[C:7]([Cl:12])[N:6]=1)=[O:4].C(N(CC)C(C)C)(C)C.[CH3:22][O:23][C:24]1[CH:29]=[CH:28][C:27]([CH2:30][CH2:31][NH2:32])=[CH:26][CH:25]=1.O. The catalyst is C1COCC1. The product is [CH3:1][O:2][C:3]([C:5]1[CH:10]=[C:9]([NH:32][CH2:31][CH2:30][C:27]2[CH:28]=[CH:29][C:24]([O:23][CH3:22])=[CH:25][CH:26]=2)[N:8]=[C:7]([Cl:12])[N:6]=1)=[O:4]. The yield is 0.645.